This data is from Catalyst prediction with 721,799 reactions and 888 catalyst types from USPTO. The task is: Predict which catalyst facilitates the given reaction. (1) Reactant: [Cl:1][C:2]1[CH:7]=[CH:6][C:5]([N:8]([CH3:37])[C:9]2[CH:10]=[CH:11][C:12]([C:15]([C:17]3[CH:18]=[CH:19][C:20]([C:26](=[O:36])[C:27]4[CH:32]=[CH:31][CH:30]=[C:29]([CH:33](Cl)Cl)[CH:28]=4)=[C:21]([CH:25]=3)[C:22]([OH:24])=[O:23])=[O:16])=[N:13][CH:14]=2)=[CH:4][CH:3]=1.[OH-:38].[Na+].Cl.CNC.Cl. Product: [Cl:1][C:2]1[CH:3]=[CH:4][C:5]([N:8]([CH3:37])[C:9]2[CH:10]=[CH:11][C:12]([C:15]([C:17]3[CH:18]=[CH:19][C:20]([C:26](=[O:36])[C:27]4[CH:32]=[CH:31][CH:30]=[C:29]([CH:33]=[O:38])[CH:28]=4)=[C:21]([CH:25]=3)[C:22]([OH:24])=[O:23])=[O:16])=[N:13][CH:14]=2)=[CH:6][CH:7]=1. The catalyst class is: 88. (2) Reactant: C1(C)C=CC=CC=1.C(=O)([O-])[O-].[Na+].[Na+].C(OC(=O)[NH:20][CH2:21][CH2:22][NH:23][C:24]1[C:33]2[C:28](=[CH:29][C:30]([C:34]([F:37])([F:36])[F:35])=[CH:31][CH:32]=2)[N:27]=[C:26](Cl)[N:25]=1)(C)(C)C.[OH:40][C:41]1[CH:46]=[CH:45][CH:44]=[CH:43][C:42]=1B(O)O. Product: [NH2:20][CH2:21][CH2:22][NH:23][C:24]1[C:33]2[C:28](=[CH:29][C:30]([C:34]([F:35])([F:36])[F:37])=[CH:31][CH:32]=2)[N:27]=[C:26]([C:42]2[CH:43]=[CH:44][CH:45]=[CH:46][C:41]=2[OH:40])[N:25]=1. The catalyst class is: 51. (3) Reactant: [Br:1][C:2]1[C:3]2[CH:10]=[CH:9][C:8]([C:11]#[N:12])=[CH:7][C:4]=2[S:5][CH:6]=1.FC(F)(F)C(OC(=O)C(F)(F)F)=O.[N+:26]([O-])([O-:28])=[O:27].[K+]. Product: [Br:1][C:2]1[C:3]2[CH:10]=[CH:9][C:8]([C:11]#[N:12])=[CH:7][C:4]=2[S:5][C:6]=1[N+:26]([O-:28])=[O:27]. The catalyst class is: 2. (4) Reactant: Cl[C:2]1[N:7]=[C:6]([C:8]2[N:13]=[C:12]([NH:14][C@@H:15]([CH:17]3[CH2:19][CH2:18]3)[CH3:16])[N:11]=[C:10]([NH:20][C@@H:21]([CH:23]3[CH2:25][CH2:24]3)[CH3:22])[N:9]=2)[CH:5]=[CH:4][CH:3]=1. Product: [CH:23]1([C@H:21]([NH:20][C:10]2[N:11]=[C:12]([NH:14][C@@H:15]([CH:17]3[CH2:19][CH2:18]3)[CH3:16])[N:13]=[C:8]([C:6]3[CH:5]=[CH:4][CH:3]=[CH:2][N:7]=3)[N:9]=2)[CH3:22])[CH2:24][CH2:25]1. The catalyst class is: 19. (5) Reactant: [F:1][C:2]([F:14])([F:13])[O:3][C:4]1[CH:12]=[CH:11][C:7]([C:8](Cl)=[O:9])=[CH:6][CH:5]=1.[NH2:15][C:16]([CH3:30])([CH2:19][N:20]1[N:24]=[C:23]2[CH:25]=[CH:26][C:27]([Cl:29])=[CH:28][C:22]2=[N:21]1)[C:17]#[N:18]. Product: [Cl:29][C:27]1[CH:26]=[CH:25][C:23]2=[N:24][N:20]([CH2:19][C:16]([NH:15][C:8](=[O:9])[C:7]3[CH:11]=[CH:12][C:4]([O:3][C:2]([F:14])([F:13])[F:1])=[CH:5][CH:6]=3)([C:17]#[N:18])[CH3:30])[N:21]=[C:22]2[CH:28]=1. The catalyst class is: 2. (6) Reactant: [F:1][C:2]1[CH:3]=[C:4]([NH:21][C:22]([C:24]2[C:25](=[O:40])[N:26]([C:34]3[CH:39]=[CH:38][CH:37]=[CH:36][CH:35]=3)[N:27]([CH2:30][CH:31]([OH:33])[CH3:32])[C:28]=2[CH3:29])=[O:23])[CH:5]=[CH:6][C:7]=1[O:8][C:9]1[C:18]2[C:13](=[CH:14][C:15]([O:19][CH3:20])=[CH:16][CH:17]=2)[N:12]=[CH:11][CH:10]=1.[CH3:41][N:42]([CH3:47])[CH2:43][C:44](O)=[O:45].C(Cl)CCl. Product: [CH3:41][N:42]([CH3:47])[CH2:43][C:44]([O:33][C@@H:31]([CH3:32])[CH2:30][N:27]1[C:28]([CH3:29])=[C:24]([C:22](=[O:23])[NH:21][C:4]2[CH:5]=[CH:6][C:7]([O:8][C:9]3[C:18]4[C:13](=[CH:14][C:15]([O:19][CH3:20])=[CH:16][CH:17]=4)[N:12]=[CH:11][CH:10]=3)=[C:2]([F:1])[CH:3]=2)[C:25](=[O:40])[N:26]1[C:34]1[CH:35]=[CH:36][CH:37]=[CH:38][CH:39]=1)=[O:45]. The catalyst class is: 79.